From a dataset of Forward reaction prediction with 1.9M reactions from USPTO patents (1976-2016). Predict the product of the given reaction. Given the reactants [CH2:1]([O:3][C:4](=[O:20])[CH2:5][C:6]([C:8]1[CH:13]=[CH:12][C:11]([CH:14]2[CH2:19][CH2:18][CH2:17][CH2:16][CH2:15]2)=[CH:10][CH:9]=1)=O)[CH3:2].[NH2:21][C:22]1[CH:31]=[CH:30][C:25]([NH:26][C:27](=[O:29])[CH3:28])=[CH:24][CH:23]=1.Cl.N[C:34]1C=CC(NC(=O)C)=C[CH:35]=1.C(O)CCC, predict the reaction product. The product is: [CH2:1]([O:3][C:4](=[O:20])[CH:5]=[C:6]([NH:21][C:22]1[CH:23]=[CH:24][C:25]([NH:26][C:27](=[O:29])[CH3:28])=[CH:30][CH:31]=1)[C:8]1[CH:13]=[CH:12][C:11]([CH:14]2[CH2:19][CH2:18][CH2:17][CH2:16][CH2:15]2)=[CH:10][CH:9]=1)[CH2:2][CH2:34][CH3:35].